Dataset: Reaction yield outcomes from USPTO patents with 853,638 reactions. Task: Predict the reaction yield, written as a fraction of the theoretical maximum amount of product (1.0 means a 100% yield; for example, 0.34 means a 34% yield). (1) The reactants are [ClH:1].[CH3:2][N:3]1[C:8]2[CH:9]=[C:10]([O:13][CH:14]3[CH2:19][CH2:18][NH:17][CH2:16][CH2:15]3)[CH:11]=[CH:12][C:7]=2[O:6][CH2:5][C:4]1=[O:20].C(N(CC)C(C)C)(C)C.BrC1C=CC(S(O[CH2:41][C@@H:42]2[O:56][C:46]3=[C:47]4[C:52](=[CH:53][CH:54]=[C:45]3[O:44][CH2:43]2)[N:51]=[C:50]([CH3:55])[CH:49]=[CH:48]4)(=O)=O)=CC=1. The catalyst is C(O)CCC.CCOC(C)=O. The product is [ClH:1].[ClH:1].[CH3:2][N:3]1[C:8]2[CH:9]=[C:10]([O:13][CH:14]3[CH2:19][CH2:18][N:17]([CH2:41][C@@H:42]4[O:56][C:46]5=[C:47]6[C:52](=[CH:53][CH:54]=[C:45]5[O:44][CH2:43]4)[N:51]=[C:50]([CH3:55])[CH:49]=[CH:48]6)[CH2:16][CH2:15]3)[CH:11]=[CH:12][C:7]=2[O:6][CH2:5][C:4]1=[O:20]. The yield is 0.570. (2) The reactants are [C:1]([OH:10])(=[O:9])[C:2]1[C:3](=[CH:5][CH:6]=[CH:7][CH:8]=1)[OH:4].O1[B:16]([C@@H:17]([NH:22][C:23](=[O:36])[CH2:24][NH:25][C:26](=[O:35])[C:27]2[CH:32]=[C:31]([Cl:33])[CH:30]=[CH:29][C:28]=2[Cl:34])[CH2:18][CH:19]([CH3:21])[CH3:20])O[B:16]([C@@H:17]([NH:22][C:23](=[O:36])[CH2:24][NH:25][C:26](=[O:35])[C:27]2[CH:32]=[C:31]([Cl:33])[CH:30]=[CH:29][C:28]=2[Cl:34])[CH2:18][CH:19]([CH3:21])[CH3:20])O[B:16]1[C@@H:17]([NH:22][C:23](=[O:36])[CH2:24][NH:25][C:26](=[O:35])[C:27]1[CH:32]=[C:31]([Cl:33])[CH:30]=[CH:29][C:28]=1[Cl:34])[CH2:18][CH:19]([CH3:21])[CH3:20]. The catalyst is CCOC(C)=O. The product is [Cl:34][C:28]1[CH:29]=[CH:30][C:31]([Cl:33])=[CH:32][C:27]=1[C:26]([NH:25][CH2:24][C:23]([NH:22][C@H:17]([B:16]1[O:9][C:1](=[O:10])[C:2]2[CH:8]=[CH:7][CH:6]=[CH:5][C:3]=2[O:4]1)[CH2:18][CH:19]([CH3:21])[CH3:20])=[O:36])=[O:35]. The yield is 0.780. (3) The reactants are [F:1][C:2]1[C:7]([F:8])=[CH:6][N:5]=[C:4]2[NH:9][CH:10]=[CH:11][C:3]=12.[N+:12]([O-])([OH:14])=[O:13]. The catalyst is O. The product is [F:1][C:2]1[C:7]([F:8])=[CH:6][N:5]=[C:4]2[NH:9][CH:10]=[C:11]([N+:12]([O-:14])=[O:13])[C:3]=12. The yield is 0.800. (4) The reactants are [F:1][C:2]1([F:23])[CH2:6][CH2:5][N:4]([CH2:7][CH2:8][O:9][C:10]2[CH:15]=[CH:14][C:13]([NH2:16])=[CH:12][C:11]=2[C:17]2[N:18]([CH3:22])[N:19]=[CH:20][CH:21]=2)[CH2:3]1.[F:24][C:25]1[CH:33]=[CH:32][C:28]([C:29](Cl)=[O:30])=[CH:27][C:26]=1[CH3:34].C(N(CC)CC)C. The catalyst is C1COCC1. The product is [F:23][C:2]1([F:1])[CH2:6][CH2:5][N:4]([CH2:7][CH2:8][O:9][C:10]2[CH:15]=[CH:14][C:13]([NH:16][C:29](=[O:30])[C:28]3[CH:32]=[CH:33][C:25]([F:24])=[C:26]([CH3:34])[CH:27]=3)=[CH:12][C:11]=2[C:17]2[N:18]([CH3:22])[N:19]=[CH:20][CH:21]=2)[CH2:3]1. The yield is 0.320. (5) The catalyst is C(#N)C. The yield is 0.460. The reactants are [Br:1][C:2]1[CH:3]=[N:4][N:5]2[CH:10]=[CH:9][C:8]([CH:11](Br)[CH3:12])=[CH:7][C:6]=12.[CH3:14][NH:15][C:16]1[CH:21]=[CH:20][C:19]([CH3:22])=[CH:18][N:17]=1.C([O-])([O-])=O.[K+].[K+].O. The product is [Br:1][C:2]1[CH:3]=[N:4][N:5]2[CH:10]=[CH:9][C:8]([CH:11]([N:15]([CH3:14])[C:16]3[CH:21]=[CH:20][C:19]([CH3:22])=[CH:18][N:17]=3)[CH3:12])=[CH:7][C:6]=12.